This data is from Full USPTO retrosynthesis dataset with 1.9M reactions from patents (1976-2016). The task is: Predict the reactants needed to synthesize the given product. (1) Given the product [ClH:16].[OH:47][C:45]1[C:44]2[C:39](=[C:40]([N:55]3[CH2:60][CH2:59][CH2:58][CH2:57][CH2:56]3)[CH:41]=[CH:42][CH:43]=2)[N:38]=[C:37]([C:35]([OH:36])=[O:34])[CH:46]=1, predict the reactants needed to synthesize it. The reactants are: COC(=O)C(NC1C=C([Cl:16])C=C(Cl)C=1OCC1C=CC=CC=1)=CC([O-])=O.C([O:34][C:35]([C:37]1[CH:46]=[C:45]([O:47]CC2C=CC=CC=2)[C:44]2[C:39](=[C:40]([N:55]3[CH2:60][CH2:59][CH2:58][CH2:57][CH2:56]3)[CH:41]=[CH:42][CH:43]=2)[N:38]=1)=[O:36])C1C=CC=CC=1. (2) Given the product [C:19]([O:12][C:11]1[CH:10]=[CH:9][C:4]([C:5]([O:7][CH3:8])=[O:6])=[CH:3][C:2]=1[Br:1])(=[O:21])[CH3:20], predict the reactants needed to synthesize it. The reactants are: [Br:1][C:2]1[CH:3]=[C:4]([CH:9]=[CH:10][C:11]=1[OH:12])[C:5]([O:7][CH3:8])=[O:6].N1C=CC=CC=1.[C:19](Cl)(=[O:21])[CH3:20].O. (3) Given the product [O:41]1[CH2:42][CH2:43][N:38]([CH2:37][CH2:36][CH:33]2[CH2:32][CH2:31][N:30]([C:27]3[CH:26]=[CH:25][C:24]([C:22]4[NH:21][C:20]5[CH:44]=[CH:45][C:17]([NH:16][C:11](=[O:13])[C:10]6[CH:9]=[CH:8][C:7]([N:4]7[CH2:3][CH2:2][O:1][CH2:6][CH2:5]7)=[CH:15][CH:14]=6)=[CH:18][C:19]=5[N:23]=4)=[CH:29][CH:28]=3)[CH2:35][CH2:34]2)[CH2:39][CH2:40]1, predict the reactants needed to synthesize it. The reactants are: [O:1]1[CH2:6][CH2:5][N:4]([C:7]2[CH:15]=[CH:14][C:10]([C:11]([O-:13])=O)=[CH:9][CH:8]=2)[CH2:3][CH2:2]1.[NH2:16][C:17]1[CH:45]=[CH:44][C:20]2[N:21]=[C:22]([C:24]3[CH:29]=[CH:28][C:27]([N:30]4[CH2:35][CH2:34][CH:33]([CH2:36][CH2:37][N:38]5[CH2:43][CH2:42][O:41][CH2:40][CH2:39]5)[CH2:32][CH2:31]4)=[CH:26][CH:25]=3)[NH:23][C:19]=2[CH:18]=1. (4) The reactants are: [C:1]([C:4]1[O:8][C:7]2[C:9](=[O:18])[C:10]3[C:15]([C:16](=[O:17])[C:6]=2[CH:5]=1)=[CH:14][CH:13]=[CH:12][CH:11]=3)(=[O:3])[CH3:2].C(N([CH2:24][CH3:25])CC)C.S(S([O-])=O)([O-])=O.[Na+].[Na+].C([O:41][C:42](=O)[CH2:43][CH2:44][CH2:45][CH2:46][CH3:47])(=O)CCCCC. Given the product [C:1]([C:4]1[O:8][C:7]2[C:9]([O:18][C:1](=[O:3])[CH2:4][CH2:5][CH2:6][CH2:24][CH3:25])=[C:10]3[C:15](=[C:16]([O:17][C:42](=[O:41])[CH2:43][CH2:44][CH2:45][CH2:46][CH3:47])[C:6]=2[CH:5]=1)[CH:14]=[CH:13][CH:12]=[CH:11]3)(=[O:3])[CH3:2], predict the reactants needed to synthesize it. (5) Given the product [Cl:20][C:6]1[CH:5]=[CH:4][N:3]=[CH:2][C:7]=1[C:8]([NH:10][C:11]1[CH:16]=[CH:15][C:14]([O:17][CH2:18][CH3:19])=[CH:13][CH:12]=1)=[O:9], predict the reactants needed to synthesize it. The reactants are: Cl[C:2]1[C:7]([C:8]([NH:10][C:11]2[CH:16]=[CH:15][C:14]([O:17][CH2:18][CH3:19])=[CH:13][CH:12]=2)=[O:9])=[CH:6][CH:5]=[CH:4][N:3]=1.[Cl:20]C1N=CC=CC=1C(Cl)=O.ClC1C(C(Cl)=O)=CN=CC=1.